Dataset: Forward reaction prediction with 1.9M reactions from USPTO patents (1976-2016). Task: Predict the product of the given reaction. (1) Given the reactants Cl.[CH2:2]([O:4][C:5]([C:7]1([CH2:21][O:22][C:23]2[CH:28]=[CH:27][C:26]([C:29]3[CH:34]=[CH:33][C:32]([F:35])=[CH:31][CH:30]=3)=[CH:25][CH:24]=2)[CH2:11][CH2:10][N:9](C(=O)C2C=CC(F)=CC=2)[CH2:8]1)=[O:6])[CH3:3], predict the reaction product. The product is: [CH2:2]([O:4][C:5]([C:7]1([CH2:21][O:22][C:23]2[CH:28]=[CH:27][C:26]([C:29]3[CH:30]=[CH:31][C:32]([F:35])=[CH:33][CH:34]=3)=[CH:25][CH:24]=2)[CH2:11][CH2:10][NH:9][CH2:8]1)=[O:6])[CH3:3]. (2) The product is: [CH3:1][O:2][C:3]1[CH:4]=[C:5]2[C:9](=[CH:10][CH:11]=1)[N:8]([CH2:15][C:16]([O:18][CH3:19])=[O:17])[CH:7]=[CH:6]2. Given the reactants [CH3:1][O:2][C:3]1[CH:4]=[C:5]2[C:9](=[CH:10][CH:11]=1)[NH:8][CH:7]=[CH:6]2.[H-].[Na+].Br[CH2:15][C:16]([O:18][CH3:19])=[O:17].O, predict the reaction product. (3) Given the reactants [C:1]1([CH:7]([C:21]2[CH:26]=[CH:25][CH:24]=[CH:23][CH:22]=2)[CH2:8][NH:9][C:10]2[N:18]=[C:17]([C:19]#N)[N:16]=[C:15]3[C:11]=2[N:12]=[CH:13][NH:14]3)[CH:6]=[CH:5][CH:4]=[CH:3][CH:2]=1.[CH3:27][O-:28].[Na+].C[OH:31], predict the reaction product. The product is: [C:1]1([CH:7]([C:21]2[CH:26]=[CH:25][CH:24]=[CH:23][CH:22]=2)[CH2:8][NH:9][C:10]2[N:18]=[C:17]([C:19]([O:28][CH3:27])=[O:31])[N:16]=[C:15]3[C:11]=2[N:12]=[CH:13][NH:14]3)[CH:6]=[CH:5][CH:4]=[CH:3][CH:2]=1. (4) The product is: [C:1]([C:3]1[CH:4]=[C:5]([C:16]2[CH:21]=[CH:20][N:19]=[C:18]3[NH:22][C:23]([C:25]4[CH:26]=[N:27][N:28]([CH:30]5[CH2:33][N:32]([C:34]([O:36][C:37]([CH3:40])([CH3:39])[CH3:38])=[O:35])[CH2:31]5)[CH:29]=4)=[CH:24][C:17]=23)[CH:6]=[CH:7][C:8]=1[O:9][CH:10]1[CH2:11][CH2:12][O:13][CH2:14][CH2:15]1)#[N:2]. Given the reactants [C:1]([C:3]1[CH:4]=[C:5]([C:16]2[CH:21]=[CH:20][N:19]=[C:18]3[N:22](S(C4C=CC=CC=4)(=O)=O)[C:23]([C:25]4[CH:26]=[N:27][N:28]([CH:30]5[CH2:33][N:32]([C:34]([O:36][C:37]([CH3:40])([CH3:39])[CH3:38])=[O:35])[CH2:31]5)[CH:29]=4)=[CH:24][C:17]=23)[CH:6]=[CH:7][C:8]=1[O:9][CH:10]1[CH2:15][CH2:14][O:13][CH2:12][CH2:11]1)#[N:2].C(=O)([O-])[O-].[Cs+].[Cs+].FC(F)(F)CO, predict the reaction product. (5) Given the reactants I[C:2]1[C:10]2[C:9]([O:11][CH3:12])=[N:8][CH:7]=[N:6][C:5]=2[N:4]([C@@H:13]2[O:19][C@H:18]([CH2:20][OH:21])[C@@H:16]([OH:17])[C@H:14]2[OH:15])[CH:3]=1.[S:22]1[CH:26]=[CH:25][CH:24]=[C:23]1B(O)O, predict the reaction product. The product is: [CH3:12][O:11][C:9]1[C:10]2[C:2]([C:23]3[S:22][CH:26]=[CH:25][CH:24]=3)=[CH:3][N:4]([C@@H:13]3[O:19][C@H:18]([CH2:20][OH:21])[C@@H:16]([OH:17])[C@H:14]3[OH:15])[C:5]=2[N:6]=[CH:7][N:8]=1. (6) Given the reactants C[O:2][C:3](=[O:19])[CH2:4][CH2:5][CH2:6][CH2:7][CH2:8][O:9][C:10]1[CH:15]=[CH:14][C:13]([N+:16]([O-:18])=[O:17])=[CH:12][CH:11]=1, predict the reaction product. The product is: [N+:16]([C:13]1[CH:12]=[CH:11][C:10]([O:9][CH2:8][CH2:7][CH2:6][CH2:5][CH2:4][C:3]([OH:19])=[O:2])=[CH:15][CH:14]=1)([O-:18])=[O:17]. (7) Given the reactants [O:1]1[C:5]2[CH:6]=[CH:7][C:8]([C:10]3[C:11]4[C:25](=[O:26])[O:24][C:23](=O)[C:12]=4[CH:13]=[C:14]4[C:22]=3[C:18]3[O:19][CH2:20][O:21][C:17]=3[CH:16]=[CH:15]4)=[CH:9][C:4]=2[O:3][CH2:2]1.O.[NH2:29][NH2:30].[C:31]([OH:34])(=O)[CH3:32], predict the reaction product. The product is: [O:21]1[C:17]2[CH:16]=[CH:15][C:14]([C:13]3[C:9]4[C:8](=[CH:7][CH:6]=[C:5]5[O:1][CH2:2][O:3][C:4]5=4)[CH:10]=[C:11]4[C:25](=[O:26])[N:29]([NH:30][C:31](=[O:34])[CH3:32])[C:23](=[O:24])[C:12]=34)=[CH:22][C:18]=2[O:19][CH2:20]1. (8) The product is: [Br:25][CH2:2][C:1]([C:4]1[CH:5]=[C:6]([NH:11][C:12](=[O:24])[C:13]2[CH:18]=[CH:17][CH:16]=[C:15]([C:19]([C:22]#[N:23])([CH3:21])[CH3:20])[CH:14]=2)[CH:7]=[CH:8][C:9]=1[CH3:10])=[O:3]. Given the reactants [C:1]([C:4]1[CH:5]=[C:6]([NH:11][C:12](=[O:24])[C:13]2[CH:18]=[CH:17][CH:16]=[C:15]([C:19]([C:22]#[N:23])([CH3:21])[CH3:20])[CH:14]=2)[CH:7]=[CH:8][C:9]=1[CH3:10])(=[O:3])[CH3:2].[Br:25]Br.O, predict the reaction product.